This data is from Catalyst prediction with 721,799 reactions and 888 catalyst types from USPTO. The task is: Predict which catalyst facilitates the given reaction. (1) Reactant: C(OC([NH:11][CH:12]([CH2:23][CH2:24][P:25]([O:29][C:30]1[CH:35]=[CH:34][C:33]([C:36]#[N:37])=[CH:32][CH:31]=1)([O:27][CH3:28])=[O:26])[C:13]([O:15]CC1C=CC=CC=1)=[O:14])=O)C1C=CC=CC=1.C1(OC)C=CC=CC=1.[Cl-].[Cl-].[Cl-].[Al+3].O. Product: [NH2:11][CH:12]([CH2:23][CH2:24][P:25]([O:29][C:30]1[CH:31]=[CH:32][C:33]([C:36]#[N:37])=[CH:34][CH:35]=1)([O:27][CH3:28])=[O:26])[C:13]([OH:15])=[O:14]. The catalyst class is: 463. (2) Reactant: [CH3:1][O:2][C:3]1[CH:8]=[C:7]([O:9][C:10]([F:13])([F:12])[F:11])[CH:6]=[CH:5][C:4]=1[C:14]1[N:19]=[C:18]2[C:20]([CH3:32])=[CH:21][N:22]([C@@H:23]([CH2:30][CH3:31])[CH2:24][O:25]S(C)(=O)=O)[C:17]2=[CH:16][C:15]=1[CH3:33].[NH:34]1[CH2:39][CH2:38][CH2:37][CH2:36][CH2:35]1.[C:40]([O-])(O)=[O:41].[Na+]. Product: [CH3:1][O:2][C:3]1[CH:8]=[C:7]([O:9][C:10]([F:13])([F:12])[F:11])[CH:6]=[CH:5][C:4]=1[C:14]1[N:19]=[C:18]2[C:20]([CH3:32])=[CH:21][N:22]([C@@H:23]([CH2:30][CH3:31])[CH2:24][O:25][C:40]([N:34]3[CH2:39][CH2:38][CH2:37][CH2:36][CH2:35]3)=[O:41])[C:17]2=[CH:16][C:15]=1[CH3:33]. The catalyst class is: 6. (3) Reactant: O.[OH-].[Li+].[CH3:4][C:5]1[N:10]=[CH:9][C:8]([N:11]2[C:15]([C:16]3[CH:20]=[CH:19][N:18]([CH3:21])[CH:17]=3)=[CH:14][C:13]([C:22]([O:24]C)=[O:23])=[N:12]2)=[CH:7][CH:6]=1. Product: [CH3:4][C:5]1[N:10]=[CH:9][C:8]([N:11]2[C:15]([C:16]3[CH:20]=[CH:19][N:18]([CH3:21])[CH:17]=3)=[CH:14][C:13]([C:22]([OH:24])=[O:23])=[N:12]2)=[CH:7][CH:6]=1. The catalyst class is: 24. (4) Reactant: [F:1][C:2]1[CH:3]=[CH:4][C:5]([C@H:8]([NH:10][C:11](=[O:28])[C:12]2[CH:17]=[C:16]([C:18]3[CH:23]=[CH:22][C:21]([CH3:24])=[CH:20][N:19]=3)[CH:15]=[C:14](/[CH:25]=[N:26]/[OH:27])[CH:13]=2)[CH3:9])=[N:6][CH:7]=1.[Cl:29]N1C(=O)CCC1=O. Product: [F:1][C:2]1[CH:3]=[CH:4][C:5]([C@H:8]([NH:10][C:11]([C:12]2[CH:13]=[C:14]([C:25]([Cl:29])=[N:26][OH:27])[CH:15]=[C:16]([C:18]3[CH:23]=[CH:22][C:21]([CH3:24])=[CH:20][N:19]=3)[CH:17]=2)=[O:28])[CH3:9])=[N:6][CH:7]=1. The catalyst class is: 6. (5) Reactant: [C:1](Cl)(Cl)=[O:2].[C:5]([O:9][C:10](=[O:29])[NH:11][CH2:12][C@H:13]([OH:28])[CH2:14][NH:15][C:16]1[CH:17]=[C:18]2[C:22](=[C:23]([F:25])[CH:24]=1)[N:21]([CH3:26])[C:20](=[O:27])[CH2:19]2)([CH3:8])([CH3:7])[CH3:6].C(N(CC)CC)C. Product: [C:5]([O:9][C:10](=[O:29])[NH:11][CH2:12][C@@H:13]1[O:28][C:1](=[O:2])[N:15]([C:16]2[CH:17]=[C:18]3[C:22](=[C:23]([F:25])[CH:24]=2)[N:21]([CH3:26])[C:20](=[O:27])[CH2:19]3)[CH2:14]1)([CH3:8])([CH3:6])[CH3:7]. The catalyst class is: 4. (6) Reactant: C(OC(=O)C)C.[ClH:7].[CH2:8]([N:10]1[C:16](=[O:17])[C:15]([CH3:19])([CH3:18])[C:14](=[O:20])[N:13]([CH3:21])[C:12]2[CH:22]=[C:23]([O:26][CH2:27][CH2:28][CH2:29][NH:30][CH2:31][CH2:32][C:33]3[CH:34]=[N:35][CH:36]=[CH:37][CH:38]=3)[CH:24]=[CH:25][C:11]1=2)[CH3:9]. Product: [ClH:7].[ClH:7].[CH2:8]([N:10]1[C:16](=[O:17])[C:15]([CH3:19])([CH3:18])[C:14](=[O:20])[N:13]([CH3:21])[C:12]2[CH:22]=[C:23]([O:26][CH2:27][CH2:28][CH2:29][NH:30][CH2:31][CH2:32][C:33]3[CH:34]=[N:35][CH:36]=[CH:37][CH:38]=3)[CH:24]=[CH:25][C:11]1=2)[CH3:9]. The catalyst class is: 13.